From a dataset of Reaction yield outcomes from USPTO patents with 853,638 reactions. Predict the reaction yield, written as a fraction of the theoretical maximum amount of product (1.0 means a 100% yield; for example, 0.34 means a 34% yield). (1) The product is [Cl-:20].[CH3:7][O:8][C:9]1[CH:16]=[CH:15][CH:14]=[CH:13][C:10]=1[CH:11]=[N+:1]1[CH2:6][CH2:5][O:4][CH2:3][CH2:2]1. No catalyst specified. The yield is 0.380. The reactants are [NH:1]1[CH2:6][CH2:5][O:4][CH2:3][CH2:2]1.[CH3:7][O:8][C:9]1[CH:16]=[CH:15][CH:14]=[CH:13][C:10]=1[CH:11]=O.C([Cl:20])(=O)C. (2) The reactants are [CH3:1][C:2]([C:4]1[CH:5]=[CH:6][C:7]([S:10]([CH3:13])(=[O:12])=[O:11])=[CH:8][CH:9]=1)=[O:3].CC[O-].[Na+].[C:18](OCC)(=[O:24])[C:19]([O:21][CH2:22][CH3:23])=[O:20]. The yield is 0.530. The product is [CH2:22]([O:21][C:19](=[O:20])[C:18](=[O:24])[CH2:1][C:2]([C:4]1[CH:5]=[CH:6][C:7]([S:10]([CH3:13])(=[O:12])=[O:11])=[CH:8][CH:9]=1)=[O:3])[CH3:23]. The catalyst is C(OCC)(=O)C. (3) The reactants are O[C:2]1([C:24]2[CH:29]=[CH:28][C:27]([CH:30]([CH3:32])[CH3:31])=[CH:26][CH:25]=2)[C:6]2[C:7]([CH3:21])=[C:8]([CH3:20])[C:9]([CH3:19])=[C:10]([NH:11][C:12](=[O:18])[CH2:13][C:14]([CH3:17])([CH3:16])[CH3:15])[C:5]=2[O:4][C:3]1([CH3:23])[CH3:22]. The catalyst is C(OCC)(=O)C.CCCCCC. The product is [CH:30]([C:27]1[CH:26]=[CH:25][C:24]([CH:2]2[C:6]3[C:7]([CH3:21])=[C:8]([CH3:20])[C:9]([CH3:19])=[C:10]([NH:11][C:12](=[O:18])[CH2:13][C:14]([CH3:15])([CH3:16])[CH3:17])[C:5]=3[O:4][C:3]2([CH3:23])[CH3:22])=[CH:29][CH:28]=1)([CH3:32])[CH3:31]. The yield is 0.530. (4) The reactants are [CH3:1][C:2]([CH3:24])([S@:4]([NH:6][C@@H:7]([C:18]1[CH:23]=[CH:22][CH:21]=[CH:20][CH:19]=1)[C:8]1[CH:17]=[CH:16][C:11]([C:12]([O:14]C)=[O:13])=[CH:10][CH:9]=1)=[O:5])[CH3:3].[OH-].[Li+]. The catalyst is C1COCC1.O. The product is [CH3:3][C:2]([CH3:24])([S@:4]([NH:6][C@@H:7]([C:18]1[CH:23]=[CH:22][CH:21]=[CH:20][CH:19]=1)[C:8]1[CH:17]=[CH:16][C:11]([C:12]([OH:14])=[O:13])=[CH:10][CH:9]=1)=[O:5])[CH3:1]. The yield is 0.650. (5) The reactants are [F:1][C:2]1[C:7]2[CH2:8][CH2:9][C:10]3[CH:15]=[CH:14][N:13]=[CH:12][C:11]=3[C:16](=[N:17]O)[C:6]=2[CH:5]=[CH:4][CH:3]=1.CCOCC.[OH-].[Na+]. The catalyst is CCO.CN(C=O)C.[NH4+].[OH-].[Zn]. The product is [F:1][C:2]1[C:7]2[CH2:8][CH2:9][C:10]3[CH:15]=[CH:14][N:13]=[CH:12][C:11]=3[CH:16]([NH2:17])[C:6]=2[CH:5]=[CH:4][CH:3]=1. The yield is 0.940.